Dataset: Reaction yield outcomes from USPTO patents with 853,638 reactions. Task: Predict the reaction yield, written as a fraction of the theoretical maximum amount of product (1.0 means a 100% yield; for example, 0.34 means a 34% yield). The reactants are [F:1][C:2]([F:13])([F:12])[O:3][C:4]1[CH:11]=[CH:10][C:7]([CH:8]=O)=[CH:6][CH:5]=1.Cl.[NH2:15][OH:16]. The catalyst is CO. The product is [F:1][C:2]([F:13])([F:12])[O:3][C:4]1[CH:11]=[CH:10][C:7](/[CH:8]=[N:15]/[OH:16])=[CH:6][CH:5]=1. The yield is 0.930.